From a dataset of NCI-60 drug combinations with 297,098 pairs across 59 cell lines. Regression. Given two drug SMILES strings and cell line genomic features, predict the synergy score measuring deviation from expected non-interaction effect. Drug 1: CC(C)(C#N)C1=CC(=CC(=C1)CN2C=NC=N2)C(C)(C)C#N. Drug 2: COCCOC1=C(C=C2C(=C1)C(=NC=N2)NC3=CC=CC(=C3)C#C)OCCOC.Cl. Cell line: HCT-15. Synergy scores: CSS=1.70, Synergy_ZIP=2.30, Synergy_Bliss=-6.85, Synergy_Loewe=-4.46, Synergy_HSA=-7.25.